Dataset: Full USPTO retrosynthesis dataset with 1.9M reactions from patents (1976-2016). Task: Predict the reactants needed to synthesize the given product. (1) The reactants are: [Li+].[OH-].[CH3:3][O:4][C:5]1[CH:10]=[CH:9][C:8]([C:11]2[CH:16]=[CH:15][C:14]([C:17]([NH:19][C@H:20]([C:25]([O:27]C)=[O:26])[CH2:21][C:22](=[O:24])[NH2:23])=[O:18])=[C:13]([NH:29][C:30]([NH:32][C:33]3[C:38]([CH3:39])=[CH:37][C:36]([CH3:40])=[CH:35][C:34]=3[CH3:41])=[O:31])[CH:12]=2)=[CH:7][CH:6]=1.Cl. Given the product [CH3:3][O:4][C:5]1[CH:6]=[CH:7][C:8]([C:11]2[CH:16]=[CH:15][C:14]([C:17]([NH:19][C@H:20]([C:25]([OH:27])=[O:26])[CH2:21][C:22](=[O:24])[NH2:23])=[O:18])=[C:13]([NH:29][C:30]([NH:32][C:33]3[C:34]([CH3:41])=[CH:35][C:36]([CH3:40])=[CH:37][C:38]=3[CH3:39])=[O:31])[CH:12]=2)=[CH:9][CH:10]=1, predict the reactants needed to synthesize it. (2) Given the product [CH3:1][C:2]1[CH:10]=[CH:9][C:8]2[N:7]([CH:35]=[C:36]([C:38]3[CH:43]=[N:42][C:41]([CH3:44])=[CH:40][CH:39]=3)[CH3:37])[C:6]3[CH2:11][CH2:12][N:13]4[CH:17]([C:5]=3[C:4]=2[CH:3]=1)[CH2:16][CH2:15][CH2:14]4, predict the reactants needed to synthesize it. The reactants are: [CH3:1][C:2]1[CH:10]=[CH:9][C:8]2[NH:7][C:6]3[CH2:11][CH2:12][N:13]4[CH:17]([C:5]=3[C:4]=2[CH:3]=1)[CH2:16][CH2:15][CH2:14]4.P([O-])([O-])([O-])=O.[K+].[K+].[K+].N1CCC[C@H]1C(O)=O.Br[CH:35]=[C:36]([C:38]1[CH:39]=[CH:40][C:41]([CH3:44])=[N:42][CH:43]=1)[CH3:37]. (3) Given the product [CH3:37][N:38]([CH3:43])[CH2:39][CH2:40][N:41]([CH3:42])[C:34]([C:31]1[CH:30]=[CH:29][C:28]([NH:27][C:25](=[O:26])[NH:24][C:21]2[CH:20]=[CH:19][C:18]([C:9]3[N:10]=[C:11]([N:12]4[CH2:13][CH2:14][O:15][CH2:16][CH2:17]4)[C:6]4[N:5]=[N:4][N:3]([CH2:1][CH3:2])[C:7]=4[N:8]=3)=[CH:23][CH:22]=2)=[CH:33][N:32]=1)=[O:36], predict the reactants needed to synthesize it. The reactants are: [CH2:1]([N:3]1[C:7]2[N:8]=[C:9]([C:18]3[CH:23]=[CH:22][C:21]([NH:24][C:25]([NH:27][C:28]4[CH:29]=[CH:30][C:31]([C:34]([OH:36])=O)=[N:32][CH:33]=4)=[O:26])=[CH:20][CH:19]=3)[N:10]=[C:11]([N:12]3[CH2:17][CH2:16][O:15][CH2:14][CH2:13]3)[C:6]=2[N:5]=[N:4]1)[CH3:2].[CH3:37][N:38]1[CH2:43][CH2:42][NH:41][CH2:40][CH2:39]1.CCN(CC)CC.C1C=CC2N(O)N=NC=2C=1.CCN=C=NCCCN(C)C. (4) Given the product [CH2:1]([O:3][C:4]([C:6]1[CH:11]=[C:10]([OH:12])[CH:9]=[C:8]([CH2:20][O:21][CH:22]2[CH2:27][CH2:26][CH2:25][CH2:24][O:23]2)[N:7]=1)=[O:5])[CH3:2], predict the reactants needed to synthesize it. The reactants are: [CH2:1]([O:3][C:4]([C:6]1[CH:11]=[C:10]([O:12]CC2C=CC=CC=2)[CH:9]=[C:8]([CH2:20][O:21][CH:22]2[CH2:27][CH2:26][CH2:25][CH2:24][O:23]2)[N:7]=1)=[O:5])[CH3:2].C1CCCCC=1. (5) Given the product [CH3:24][C@:8]1([CH2:14][OH:15])[O:7][C@@H:6]([N:25]2[CH:33]=[N:32][C:31]3[C:26]2=[N:27][CH:28]=[N:29][C:30]=3[NH2:34])[C@H:5]([OH:4])[C@@H:9]1[OH:10], predict the reactants needed to synthesize it. The reactants are: C([O:4][C@@H:5]1[C@H:9]([O:10]C(=O)C)[C@@:8]([CH3:24])([CH2:14][O:15]C(=O)C2C=CC=CC=2)[O:7][C@H:6]1[N:25]1[CH:33]=[N:32][C:31]2[C:26]1=[N:27][CH:28]=[N:29][C:30]=2[NH2:34])(=O)C.